From a dataset of Full USPTO retrosynthesis dataset with 1.9M reactions from patents (1976-2016). Predict the reactants needed to synthesize the given product. (1) Given the product [Br:22][C:23]1[CH:31]=[CH:30][CH:29]=[C:28]2[C:24]=1[C:25](=[CH:20][C:3]1[NH:4][C:5]3[CH2:10][CH2:9][N:8]([CH2:11][CH2:12][N:13]4[CH2:14][CH2:15][O:16][CH2:17][CH2:18]4)[C:7](=[O:19])[C:6]=3[C:2]=1[CH3:1])[C:26](=[O:32])[NH:27]2, predict the reactants needed to synthesize it. The reactants are: [CH3:1][C:2]1[C:6]2[C:7](=[O:19])[N:8]([CH2:11][CH2:12][N:13]3[CH2:18][CH2:17][O:16][CH2:15][CH2:14]3)[CH2:9][CH2:10][C:5]=2[NH:4][C:3]=1[CH:20]=O.[Br:22][C:23]1[CH:31]=[CH:30][CH:29]=[C:28]2[C:24]=1[CH2:25][C:26](=[O:32])[NH:27]2. (2) Given the product [NH2:1][CH:2]1[CH2:7][CH2:6][N:5]([CH2:8][CH:9]([C:11]2[CH:16]=[CH:15][CH:14]=[CH:13][CH:12]=2)[OH:10])[CH2:4][CH2:3]1, predict the reactants needed to synthesize it. The reactants are: [NH2:1][CH:2]1[CH2:7][CH2:6][N:5]([CH2:8][C:9]([C:11]2[CH:16]=[CH:15][CH:14]=[CH:13][CH:12]=2)=[O:10])[CH2:4][CH2:3]1.[BH4-].[Na+]. (3) Given the product [Cl:1][C:2]1[CH:7]=[CH:6][N:5]=[C:4]([CH2:14][OH:15])[CH:3]=1, predict the reactants needed to synthesize it. The reactants are: [Cl:1][C:2]1[CH:7]=[CH:6][N+:5]([O-])=[CH:4][CH:3]=1.F[B-](F)(F)F.[CH3:14][O+:15](C)C.S(OOS([O-])(=O)=O)([O-])(=O)=O.[NH4+].[NH4+]. (4) Given the product [N:17]1([C:12]2[CH:13]=[C:14]3[C:9](=[CH:10][CH:11]=2)[CH:8]=[C:7]([C:5]([OH:6])=[O:4])[CH:16]=[CH:15]3)[CH2:21][CH2:20][CH2:19][CH2:18]1, predict the reactants needed to synthesize it. The reactants are: [OH-].[Li+].C[O:4][C:5]([C:7]1[CH:16]=[CH:15][C:14]2[C:9](=[CH:10][CH:11]=[C:12]([N:17]3[CH2:21][CH2:20][CH2:19][CH2:18]3)[CH:13]=2)[CH:8]=1)=[O:6]. (5) Given the product [Cl:1][C:2]1[CH:3]=[C:4]2[C:8](=[CH:9][CH:10]=1)[N:7]([CH2:17][C:18]([O:20][CH3:21])=[O:19])[CH:6]=[C:5]2[C:11]([OH:13])=[O:12], predict the reactants needed to synthesize it. The reactants are: [Cl:1][C:2]1[CH:3]=[C:4]2[C:8](=[CH:9][CH:10]=1)[NH:7][CH:6]=[C:5]2[C:11]([OH:13])=[O:12].[H-].[Na+].Br[CH2:17][C:18]([O:20][CH3:21])=[O:19].CCOC(C)=O. (6) Given the product [Cl:43][C:39]1[CH:38]=[C:37]([C:34]2[O:35][N:36]=[C:32]3[CH:31]=[CH:30][C:29]([C:27]([C:24]4[CH:23]=[CH:22][C:21]([Cl:20])=[CH:26][CH:25]=4)([C:11]4[N:7]([CH3:6])[CH:8]=[N:9][CH:10]=4)[OH:28])=[CH:44][C:33]=23)[CH:42]=[CH:41][CH:40]=1, predict the reactants needed to synthesize it. The reactants are: C([Li])CCC.[CH3:6][N:7]1[CH:11]=[CH:10][N:9]=[CH:8]1.Cl[Si](CC)(CC)CC.[Cl:20][C:21]1[CH:26]=[CH:25][C:24]([C:27]([C:29]2[CH:30]=[CH:31][C:32]3[C:33]([CH:44]=2)=[C:34]([C:37]2[CH:42]=[CH:41][CH:40]=[C:39]([Cl:43])[CH:38]=2)[O:35][N:36]=3)=[O:28])=[CH:23][CH:22]=1. (7) Given the product [CH3:10][NH:11][C:12](=[O:19])[C:13]1[CH:18]=[CH:17][CH:16]=[CH:15][CH:14]=1, predict the reactants needed to synthesize it. The reactants are: ClC1C=C([C@H](CCN2CCC(N(C(=O)C(F)(F)F)CCNC(=O)C(F)(F)F)CC2)[CH2:10][N:11](C)[C:12](=[O:19])[C:13]2[CH:18]=[CH:17][CH:16]=[CH:15][CH:14]=2)C=CC=1Cl.FC(F)(F)C(N(CCNC(=O)C(F)(F)F)C1CCNCC1)=O.ClC1C=C(C(CC=O)CN(C)C(=O)C2C=CC=CC=2)C=CC=1Cl.